From a dataset of Forward reaction prediction with 1.9M reactions from USPTO patents (1976-2016). Predict the product of the given reaction. (1) Given the reactants [Br-].[C:2]1([S+:8]([C:15]2[CH:20]=[CH:19][CH:18]=[CH:17][CH:16]=2)[C:9]2[CH:14]=[CH:13][CH:12]=[CH:11][CH:10]=2)[CH:7]=[CH:6][CH:5]=[CH:4][CH:3]=1.[C:21]1([OH:27])[CH:26]=[CH:25][CH:24]=[CH:23][CH:22]=1, predict the reaction product. The product is: [C:21]1([O-:27])[CH:26]=[CH:25][CH:24]=[CH:23][CH:22]=1.[C:15]1([S+:8]([C:2]2[CH:3]=[CH:4][CH:5]=[CH:6][CH:7]=2)[C:9]2[CH:14]=[CH:13][CH:12]=[CH:11][CH:10]=2)[CH:16]=[CH:17][CH:18]=[CH:19][CH:20]=1. (2) Given the reactants [C:1]1([C:7]2[N:12]=[CH:11][C:10]([OH:13])=[CH:9][CH:8]=2)[CH2:6][CH2:5][CH2:4][CH2:3][CH:2]=1, predict the reaction product. The product is: [CH:1]1([C:7]2[N:12]=[CH:11][C:10]([OH:13])=[CH:9][CH:8]=2)[CH2:2][CH2:3][CH2:4][CH2:5][CH2:6]1.